Dataset: Catalyst prediction with 721,799 reactions and 888 catalyst types from USPTO. Task: Predict which catalyst facilitates the given reaction. (1) Reactant: [NH:1]1[CH:5]=[CH:4][CH:3]=[N:2]1.[H-].[Na+].[C:8]([O:11][C@@H:12]1[C@@H:20]([C@@:21]2([CH3:52])[CH2:26][CH2:25][C@H:24]([O:27][Si:28]([C:41]([CH3:44])([CH3:43])[CH3:42])([C:35]3[CH:40]=[CH:39][CH:38]=[CH:37][CH:36]=3)[C:29]3[CH:34]=[CH:33][CH:32]=[CH:31][CH:30]=3)[CH2:23][C@@H:22]2[CH2:45][CH2:46]OS(C)(=O)=O)[CH2:19][CH2:18][C@@:17]2([CH3:53])[C@H:13]1[CH2:14][CH2:15][C:16]2=[CH2:54])(=[O:10])[CH3:9]. The catalyst class is: 3. Product: [C:8]([O:11][C@@H:12]1[C@@H:20]([C@@:21]2([CH3:52])[CH2:26][CH2:25][C@H:24]([O:27][Si:28]([C:41]([CH3:43])([CH3:42])[CH3:44])([C:29]3[CH:30]=[CH:31][CH:32]=[CH:33][CH:34]=3)[C:35]3[CH:40]=[CH:39][CH:38]=[CH:37][CH:36]=3)[CH2:23][C@@H:22]2[CH2:45][CH2:46][N:1]2[CH:5]=[CH:4][CH:3]=[N:2]2)[CH2:19][CH2:18][C@@:17]2([CH3:53])[C@H:13]1[CH2:14][CH2:15][C:16]2=[CH2:54])(=[O:10])[CH3:9]. (2) The catalyst class is: 3. Product: [CH2:34]([S:9]([C:7]1[CH:8]=[C:3]([C:1]#[N:2])[CH:4]=[CH:5][C:6]=1[C@@H:12]1[C:17]([C:18]#[N:19])=[C:16]([CH3:20])[N:15]([C:21]2[CH:26]=[CH:25][CH:24]=[C:23]([C:27]([F:29])([F:30])[F:28])[CH:22]=2)[C:14](=[O:31])[N:13]1[CH3:32])(=[O:11])=[O:10])[C:35]1[CH:40]=[CH:39][CH:38]=[CH:37][CH:36]=1. Reactant: [C:1]([C:3]1[CH:4]=[CH:5][C:6]([C@@H:12]2[C:17]([C:18]#[N:19])=[C:16]([CH3:20])[N:15]([C:21]3[CH:26]=[CH:25][CH:24]=[C:23]([C:27]([F:30])([F:29])[F:28])[CH:22]=3)[C:14](=[O:31])[N:13]2[CH3:32])=[C:7]([S:9]([O-:11])=[O:10])[CH:8]=1)#[N:2].[Na+].[CH2:34](Br)[C:35]1[CH:40]=[CH:39][CH:38]=[CH:37][CH:36]=1.[I-].[K+].